This data is from Forward reaction prediction with 1.9M reactions from USPTO patents (1976-2016). The task is: Predict the product of the given reaction. (1) Given the reactants Cl.[NH2:2][CH2:3][C:4]([NH:6][CH:7]([C:14]1[CH:19]=[CH:18][C:17]([Cl:20])=[CH:16][CH:15]=1)[C:8]1[CH:13]=[CH:12][CH:11]=[CH:10][CH:9]=1)=[O:5].[C:21]1([CH2:27][CH2:28][CH2:29][C:30](O)=[O:31])[CH:26]=[CH:25][CH:24]=[CH:23][CH:22]=1.CCN(C(C)C)C(C)C.CN(C(ON1N=NC2C=CC=CC1=2)=[N+](C)C)C.[B-](F)(F)(F)F, predict the reaction product. The product is: [Cl:20][C:17]1[CH:18]=[CH:19][C:14]([CH:7]([NH:6][C:4]([CH2:3][NH:2][C:30](=[O:31])[CH2:29][CH2:28][CH2:27][C:21]2[CH:26]=[CH:25][CH:24]=[CH:23][CH:22]=2)=[O:5])[C:8]2[CH:13]=[CH:12][CH:11]=[CH:10][CH:9]=2)=[CH:15][CH:16]=1. (2) Given the reactants [CH2:1]([C:3]1[C:8]([C:9]([OH:11])=O)=[CH:7][N:6]=[C:5]([S:12][CH3:13])[N:4]=1)[CH3:2].CN(C)C=O.C(Cl)(=O)C(Cl)=O.[Cl:25][C:26]1[CH:32]=[CH:31][CH:30]=[C:29]([CH3:33])[C:27]=1[NH2:28].N1C=CC=CC=1, predict the reaction product. The product is: [Cl:25][C:26]1[CH:32]=[CH:31][CH:30]=[C:29]([CH3:33])[C:27]=1[NH:28][C:9]([C:8]1[C:3]([CH2:1][CH3:2])=[N:4][C:5]([S:12][CH3:13])=[N:6][CH:7]=1)=[O:11].